Dataset: Forward reaction prediction with 1.9M reactions from USPTO patents (1976-2016). Task: Predict the product of the given reaction. (1) Given the reactants [F:1][C:2]1[CH:3]=[C:4]([S:14]([NH:17][C:18]2[CH:19]=[C:20]([NH:26][C:27](=[O:39])[C@@H:28]([NH:31]C(=O)OC(C)(C)C)[CH2:29][OH:30])[CH:21]=[CH:22][C:23]=2[O:24][CH3:25])(=[O:16])=[O:15])[CH:5]=[CH:6][C:7]=1[C:8]1[O:9][C:10]([CH3:13])=[CH:11][CH:12]=1.[ClH:40], predict the reaction product. The product is: [ClH:40].[F:1][C:2]1[CH:3]=[C:4]([S:14]([NH:17][C:18]2[CH:19]=[C:20]([NH:26][C:27](=[O:39])[C@H:28]([CH2:29][OH:30])[NH2:31])[CH:21]=[CH:22][C:23]=2[O:24][CH3:25])(=[O:16])=[O:15])[CH:5]=[CH:6][C:7]=1[C:8]1[O:9][C:10]([CH3:13])=[CH:11][CH:12]=1. (2) Given the reactants [Br:1][C:2]1[CH:3]=[C:4]2[C:9](=[C:10]([Br:26])[C:11]=1[CH2:12][N:13]1[CH2:18][CH2:17][N:16](C(OC(C)(C)C)=O)[CH2:15][CH2:14]1)[N:8]=[CH:7][N:6]([CH2:27][C:28]1[CH:33]=[C:32]([Cl:34])[CH:31]=[CH:30][C:29]=1[S:35]([CH2:38][CH3:39])(=[O:37])=[O:36])[C:5]2=[O:40].Cl.C(S(N1C=CC=C1CN)(=O)=O)C, predict the reaction product. The product is: [Br:1][C:2]1[CH:3]=[C:4]2[C:9](=[C:10]([Br:26])[C:11]=1[CH2:12][N:13]1[CH2:18][CH2:17][NH:16][CH2:15][CH2:14]1)[N:8]=[CH:7][N:6]([CH2:27][C:28]1[CH:33]=[C:32]([Cl:34])[CH:31]=[CH:30][C:29]=1[S:35]([CH2:38][CH3:39])(=[O:36])=[O:37])[C:5]2=[O:40]. (3) Given the reactants [F:1][C:2]1[CH:33]=[CH:32][C:5]([CH2:6][C:7]2[CH:16]=[C:15]3[C:10]([C:11]([OH:31])=[C:12]([C:26](OCC)=[O:27])[C:13](=[O:25])[N:14]3[CH2:17][CH2:18][N:19]3[CH2:23][CH2:22][CH2:21][C:20]3=[O:24])=[N:9][CH:8]=2)=[CH:4][CH:3]=1.[CH3:34][CH:35]([O:37][CH2:38][CH2:39][CH2:40][NH2:41])[CH3:36], predict the reaction product. The product is: [F:1][C:2]1[CH:33]=[CH:32][C:5]([CH2:6][C:7]2[CH:16]=[C:15]3[C:10]([C:11]([OH:31])=[C:12]([C:26]([NH:41][CH2:40][CH2:39][CH2:38][O:37][CH:35]([CH3:36])[CH3:34])=[O:27])[C:13](=[O:25])[N:14]3[CH2:17][CH2:18][N:19]3[CH2:23][CH2:22][CH2:21][C:20]3=[O:24])=[N:9][CH:8]=2)=[CH:4][CH:3]=1. (4) Given the reactants [F:1][C:2]1[CH:7]=[CH:6][CH:5]=[CH:4][C:3]=1[N:8]1[C:12]([CH:13]([CH3:15])[CH3:14])=[C:11]([C:16]([OH:18])=O)[N:10]=[N:9]1.[F:19][C:20]1[CH:29]=[CH:28][C:27]([F:30])=[CH:26][C:21]=1[C:22](=[N:24]O)[NH2:23], predict the reaction product. The product is: [F:19][C:20]1[CH:29]=[CH:28][C:27]([F:30])=[CH:26][C:21]=1[C:22]1[N:24]=[C:16]([C:11]2[N:10]=[N:9][N:8]([C:3]3[CH:4]=[CH:5][CH:6]=[CH:7][C:2]=3[F:1])[C:12]=2[CH:13]([CH3:14])[CH3:15])[O:18][N:23]=1. (5) The product is: [Cl:19][C:20]1[CH:21]=[C:22]([NH:23][C:2]2[C:3]3[C:10]4[CH2:11][N:12]([C:14]([O:16][CH2:17][CH3:18])=[O:15])[CH2:13][C:9]=4[S:8][C:4]=3[N:5]=[CH:6][N:7]=2)[CH:24]=[CH:25][C:26]=1[Cl:27]. Given the reactants Cl[C:2]1[C:3]2[C:10]3[CH2:11][N:12]([C:14]([O:16][CH2:17][CH3:18])=[O:15])[CH2:13][C:9]=3[S:8][C:4]=2[N:5]=[CH:6][N:7]=1.[Cl:19][C:20]1[CH:21]=[C:22]([CH:24]=[CH:25][C:26]=1[Cl:27])[NH2:23], predict the reaction product.